From a dataset of Forward reaction prediction with 1.9M reactions from USPTO patents (1976-2016). Predict the product of the given reaction. (1) Given the reactants C(=O)([O-])[O-].[Cs+].[Cs+].C1C=CC(P(C2C=CC3C(=CC=CC=3)C=2C2C3C(=CC=CC=3)C=CC=2P(C2C=CC=CC=2)C2C=CC=CC=2)C2C=CC=CC=2)=CC=1.[F:53][C:54]1[CH:61]=[CH:60][C:57]([CH2:58][NH2:59])=[CH:56][CH:55]=1.[CH2:62]([C:69]1[C:73]2[C:74]([Cl:78])=[N:75][CH:76]=[CH:77][C:72]=2[NH:71][C:70]=1[CH3:79])[C:63]1[CH:68]=[CH:67][CH:66]=[CH:65][CH:64]=1, predict the reaction product. The product is: [ClH:78].[CH2:62]([C:69]1[C:73]2[C:74]([NH:59][CH2:58][C:57]3[CH:60]=[CH:61][C:54]([F:53])=[CH:55][CH:56]=3)=[N:75][CH:76]=[CH:77][C:72]=2[NH:71][C:70]=1[CH3:79])[C:63]1[CH:64]=[CH:65][CH:66]=[CH:67][CH:68]=1. (2) Given the reactants N#N.[Cl:3][C:4]1[CH:5]=[C:6]([C:10]2[O:14][C:13]([CH3:15])=[N:12][C:11]=2[C:16]([OH:18])=O)[CH:7]=[CH:8][CH:9]=1.C1C=CC2N(O)N=NC=2C=1.CCN=C=NCCCN(C)C.Cl.CCN(C(C)C)C(C)C.Cl.[NH2:51][C:52]1[N:53]=[C:54]([CH2:57][C:58]2[S:62][C:61]([C:63](=[O:65])[CH3:64])=[CH:60][CH:59]=2)[S:55][CH:56]=1, predict the reaction product. The product is: [C:63]([C:61]1[S:62][C:58]([CH2:57][C:54]2[S:55][CH:56]=[C:52]([NH:51][C:16]([C:11]3[N:12]=[C:13]([CH3:15])[O:14][C:10]=3[C:6]3[CH:7]=[CH:8][CH:9]=[C:4]([Cl:3])[CH:5]=3)=[O:18])[N:53]=2)=[CH:59][CH:60]=1)(=[O:65])[CH3:64]. (3) Given the reactants CC1C=CC(S(O[CH2:12][C@@H:13]2[CH2:18][CH2:17][N:16]([C:19]([O:21][C:22]([CH3:25])([CH3:24])[CH3:23])=[O:20])[CH2:15][C@H:14]2[O:26][CH3:27])(=O)=O)=CC=1.[NH3:28], predict the reaction product. The product is: [NH2:28][CH2:12][C@@H:13]1[CH2:18][CH2:17][N:16]([C:19]([O:21][C:22]([CH3:25])([CH3:24])[CH3:23])=[O:20])[CH2:15][C@H:14]1[O:26][CH3:27]. (4) Given the reactants C(OC([N:8]1[CH2:13][CH2:12][CH:11]([NH:14][C:15]2[CH:33]=[CH:32][C:31]([N+:34]([O-:36])=[O:35])=[CH:30][C:16]=2[C:17]([NH:19][CH2:20][C:21]2[CH:29]=[CH:28][C:24]3[O:25][CH2:26][O:27][C:23]=3[CH:22]=2)=[O:18])[CH2:10][CH2:9]1)=O)(C)(C)C.FC(F)(F)C(O)=O, predict the reaction product. The product is: [N+:34]([C:31]1[CH:32]=[CH:33][C:15]([NH:14][CH:11]2[CH2:12][CH2:13][NH:8][CH2:9][CH2:10]2)=[C:16]([CH:30]=1)[C:17]([NH:19][CH2:20][C:21]1[CH:29]=[CH:28][C:24]2[O:25][CH2:26][O:27][C:23]=2[CH:22]=1)=[O:18])([O-:36])=[O:35].